Dataset: Full USPTO retrosynthesis dataset with 1.9M reactions from patents (1976-2016). Task: Predict the reactants needed to synthesize the given product. (1) Given the product [Cl:26][C:27]1[C:32]([O:33][CH2:34][CH3:35])=[CH:31][CH:30]=[C:29]([F:36])[C:28]=1[C:2]1[CH:3]=[C:4]2[C:9](=[CH:10][CH:11]=1)[N:8]=[C:7]([NH:12][C@@H:13]1[CH2:17][CH2:16][CH2:15][C@@H:14]1[NH:18][C:19](=[O:25])[O:20][C:21]([CH3:23])([CH3:24])[CH3:22])[N:6]=[CH:5]2, predict the reactants needed to synthesize it. The reactants are: Br[C:2]1[CH:3]=[C:4]2[C:9](=[CH:10][CH:11]=1)[N:8]=[C:7]([NH:12][C@@H:13]1[CH2:17][CH2:16][CH2:15][C@@H:14]1[NH:18][C:19](=[O:25])[O:20][C:21]([CH3:24])([CH3:23])[CH3:22])[N:6]=[CH:5]2.[Cl:26][C:27]1[C:32]([O:33][CH2:34][CH3:35])=[CH:31][CH:30]=[C:29]([F:36])[C:28]=1B(O)O.P([O-])([O-])([O-])=O.[K+].[K+].[K+]. (2) Given the product [CH2:25]([NH:28][C:2]1[N:3]=[C:4]([NH:12][CH2:13][CH2:14][CH2:15][CH2:16][CH2:17][CH2:18][CH2:19][CH2:20][CH2:21][CH2:22][CH2:23][CH3:24])[C:5]2[S:10][CH:9]=[C:8]([CH3:11])[C:6]=2[N:7]=1)[CH:26]=[CH2:27], predict the reactants needed to synthesize it. The reactants are: Cl[C:2]1[N:3]=[C:4]([NH:12][CH2:13][CH2:14][CH2:15][CH2:16][CH2:17][CH2:18][CH2:19][CH2:20][CH2:21][CH2:22][CH2:23][CH3:24])[C:5]2[S:10][CH:9]=[C:8]([CH3:11])[C:6]=2[N:7]=1.[CH2:25]([NH2:28])[CH:26]=[CH2:27].C(=O)([O-])O.[Na+].